From a dataset of Catalyst prediction with 721,799 reactions and 888 catalyst types from USPTO. Predict which catalyst facilitates the given reaction. Reactant: [CH3:1][N:2]([CH3:35])[CH2:3][CH2:4][N:5]([CH3:34])[C:6]1[C:11]([N+:12]([O-])=O)=[CH:10][C:9]([NH:15][C:16]2[N:21]=[C:20]([C:22]3[C:30]4[C:25](=[CH:26][CH:27]=[CH:28][CH:29]=4)[N:24]([CH3:31])[CH:23]=3)[CH:19]=[CH:18][N:17]=2)=[C:8]([O:32][CH3:33])[CH:7]=1.[NH4+].[Cl-]. Product: [CH3:35][N:2]([CH3:1])[CH2:3][CH2:4][N:5]([CH3:34])[C:6]1[C:11]([NH2:12])=[CH:10][C:9]([NH:15][C:16]2[N:21]=[C:20]([C:22]3[C:30]4[C:25](=[CH:26][CH:27]=[CH:28][CH:29]=4)[N:24]([CH3:31])[CH:23]=3)[CH:19]=[CH:18][N:17]=2)=[C:8]([O:32][CH3:33])[CH:7]=1. The catalyst class is: 190.